From a dataset of Catalyst prediction with 721,799 reactions and 888 catalyst types from USPTO. Predict which catalyst facilitates the given reaction. (1) Reactant: [C:1]([O:5][C:6]([N:8]1[CH2:13][CH2:12][CH:11]([C:14](=[O:19])N(OC)C)[CH2:10][CH2:9]1)=[O:7])([CH3:4])([CH3:3])[CH3:2].[Br-].O.Cl. Product: [C:1]([O:5][C:6]([N:8]1[CH2:9][CH2:10][CH:11]([C:14](=[O:19])[CH2:12][CH2:11][CH:10]=[CH2:9])[CH2:12][CH2:13]1)=[O:7])([CH3:2])([CH3:3])[CH3:4]. The catalyst class is: 7. (2) Reactant: C([O:3][C:4](=[O:39])[CH:5]([O:7][P:8]([OH:38])([CH2:10][CH2:11][NH:12][CH2:13][C:14]([CH3:37])=[CH:15][CH2:16][C:17]1[C:18]([O:30]CC[Si](C)(C)C)=[C:19]2[C:23](=[C:24]([CH3:28])[C:25]=1[O:26][CH3:27])[CH2:22][O:21][C:20]2=[O:29])=[O:9])[CH3:6])C. Product: [OH:38][P:8]([CH2:10][CH2:11][NH:12][CH2:13][C:14]([CH3:37])=[CH:15][CH2:16][C:17]1[C:18]([OH:30])=[C:19]2[C:23](=[C:24]([CH3:28])[C:25]=1[O:26][CH3:27])[CH2:22][O:21][C:20]2=[O:29])([O:7][CH:5]([CH3:6])[C:4]([OH:39])=[O:3])=[O:9]. The catalyst class is: 137. (3) Reactant: [NH2:1][C:2]1[CH:3]=[CH:4][C:5]([C:8]2[CH:9]=[C:10]([CH:16]=[CH:17][CH:18]=2)[C:11]([O:13][CH2:14][CH3:15])=[O:12])=[N:6][CH:7]=1.[Br:19]N1C(=O)CCC1=O. Product: [NH2:1][C:2]1[CH:3]=[CH:4][C:5]([C:8]2[CH:9]=[C:10]([CH:16]=[CH:17][CH:18]=2)[C:11]([O:13][CH2:14][CH3:15])=[O:12])=[N:6][C:7]=1[Br:19]. The catalyst class is: 39. (4) Product: [C:1]([C:3]1[C:4]([CH:19]([C:23]2[CH:28]=[CH:27][C:26]([Cl:29])=[C:25]([Cl:30])[CH:24]=2)[CH2:20][CH:21]=[O:32])=[C:5]([C:14]([O:16][CH2:17][CH3:18])=[O:15])[S:6][C:7]=1[N:8]1[CH2:13][CH2:12][O:11][CH2:10][CH2:9]1)#[N:2]. The catalyst class is: 785. Reactant: [C:1]([C:3]1[C:4]([CH:19]([C:23]2[CH:28]=[CH:27][C:26]([Cl:29])=[C:25]([Cl:30])[CH:24]=2)[CH2:20][CH:21]=C)=[C:5]([C:14]([O:16][CH2:17][CH3:18])=[O:15])[S:6][C:7]=1[N:8]1[CH2:13][CH2:12][O:11][CH2:10][CH2:9]1)#[N:2].I([O-])(=O)(=O)=[O:32].[Na+].N1C(C)=CC=CC=1C.